From a dataset of Experimentally validated miRNA-target interactions with 360,000+ pairs, plus equal number of negative samples. Binary Classification. Given a miRNA mature sequence and a target amino acid sequence, predict their likelihood of interaction. (1) The miRNA is hsa-miR-569 with sequence AGUUAAUGAAUCCUGGAAAGU. The protein sequence of the target gene is MADRFSRFNEDRDFQGNHFDQYEEGHLEIEQASLDKPIESDNIGHRLLQKHGWKLGQGLGKSLQGRTDPIPIVVKYDVMGMGRMEMELDYAEDATERRRVLEVEKEDTEELRQKYKDYVDKEKAIAKALEDLRANFYCELCDKQYQKHQEFDNHINSYDHAHKQRLKDLKQREFARNVSSRSRKDEKKQEKALRRLHELAEQRKQAECAPGSGPMFKPTTVAVDEEGGEDDKDESATNSGTGATASCGLGSEFSTDKGGPFTAVQITNTTGLAQAPGLASQGISFGIKNNLGTPLQKLGV.... Result: 1 (interaction). (2) The miRNA is mmu-miR-9-5p with sequence UCUUUGGUUAUCUAGCUGUAUGA. The protein sequence of the target gene is MAPSPQACTSPLLLLLLPCLGAGPALGRGLPRPLENSEPHMIPSESQTFDLFWEKLRNESSWHSGDPQARAEGPKKPADPYLGPALHGPKAAPGVQGERLLRADDLQLARAFTSQGWTGPPDSQELLEPEAPEPHPVRAPRLTLVTTTPSSLLSAAILSTASQKPGGTAGQQPARNEELIMVKAETHITQASPWDFQGSSHTPVPETDAVRTLVLGKQGGHEQGFQEAVQGPLLTQQDPVVPGVGSTPPVKVESTPEPGAQLDLALVRSLPLPEGLPAEPPKTGAGDTWEVSSLGPQPEQ.... Result: 1 (interaction). (3) The miRNA is mmu-miR-218-5p with sequence UUGUGCUUGAUCUAACCAUGU. The protein sequence of the target gene is MKPPGSISRRPTLTGCSLPGASCGPGRCPAGPVPARAPPCRLLLVLLLLPALATSSRPRARGAAAPSAPHWNETAEKTLGVLADEDNTLQQNSSSRNTSYSSAVQKEITLPSRLVYYINQDSESPYHVLDTKARHQQKHNKAVHLAQASFQIEAFGSKFILDLTLNNGLLSSDYVEIHYEDGKQMYSKGGEHCYYHGSIRGVKDSRVALSTCNGLHGMFEDDTFVYMIEPLELTDDEKSTGRPHIIQKTLAGQYSKQMKNLSTDGSDQWPLLPELQWLRRRKRAVNPSRGVFEEMKYLEL.... Result: 0 (no interaction). (4) The miRNA is hsa-miR-7702 with sequence CUUAGACUGCCAGACUCCCUGA. The protein sequence of the target gene is MAGLWLGLVWQKLLLWGAASALSLAGASLVLSLLQRVASYARKWQQMRPIPTVARAYPLVGHALLMKPDGREFFQQIIEYTEEYRHMPLLKLWVGPVPMVALYNAENVEVILTSSKQIDKSSMYKFLEPWLGLGLLTSTGNKWRSRRKMLTPTFHFTILEDFLDIMNEQANILVKKLEKHINQEAFNCFFYITLCALDIICETAMGKNIGAQSNDDSEYVRAVYRMSEMIFRRIKMPWLWLDLWYLMFKEGWEHKKSLQILHTFTNSVIAERANEMNANEDCRGDGRGSAPSKNKRRAFL.... Result: 1 (interaction).